From a dataset of Antibody developability classification from SAbDab with 2,409 antibodies. Regression/Classification. Given an antibody's heavy chain and light chain sequences, predict its developability. TAP uses regression for 5 developability metrics; SAbDab uses binary classification. (1) The antibody is ['QLQLQESGPGLVKPSETLSLTCTISGDSISSNNYYWGWIRQPPGKGLEWIGSIYYSGSTYYNPSLKSRVTISVDTSKNQFSLKLSSVTAADTAVYYCARHRRVLLWFGEFQLWGQGTLVTVSS', 'QSALTQPPSVSGAPGQRVTISCTGSSSNIGAGYDVHWYQQLPGTAPKLLIYGNINRPSGVPDRFSGSKSGTSASLAITGLQAEDEADYYCQSYDSSLSGALFGGGTQLTVL']. Result: 0 (not developable). (2) The antibody is ['QLQMQESGPGLVKPSETLSLSCTVSGDSIRGGEWGDKDYHWGWVRHSAGKGLEWIGSIHWRGTTHYKESLRRRVSMSIDTSRNWFSLRLASVTAADTAVYFCARHRHHDVFMLVPIAGWFDVWGPGVQVTVSS', 'EIVMTQSPDTLSVSPGETVTLSCRASQNINKNLAWYQYKPGQSPRLVIFETYSKIAAFPARFVASGSGTEFTLTINNMQSEDVAVYYCQQYEEWPRTFGQGTKVDIK']. Result: 0 (not developable). (3) The antibody is ['QVQLRESGPSLVKPSQTLSLTCTASGFSLSDKAVGWVRQAPGKALEWLGSIDTGGNAGYNPGLKSRLSITQDNSKSQVSLSVSTVTTEDSATYYCTTVHQKTRKTFSCPEGYSVGYSCGDGSSGCNCHGRGVYGPITSASLTDNYEWYCDAWGQGLLVTVSS', 'EAVLNQPSSVSGSLGQRVSITCSGSSSNVGNGYVSWYQLIPGSAPRTLIYGDTSRASGVPDRFSGSRSGNTATLTISSLQAEDEADYFCASAEDSSSNAVFGSGTTLTVL']. Result: 1 (developable). (4) Result: 0 (not developable). The antibody is ['TVQLQQPGAELVKPGASVKLSCKASGYTFTSYWMHWVKQRPGRGLEWIGRIDPNSGGTAYNEKFKSKATLTVDKPSSTAYMQLSSLTSEDSAVYYCARYDYYGGSYFDYWGQGTTLTVSS', 'QAVVTQESALTTSPGETVTLTCRSSTGAVTTSNYANWVQEKPDHLFTGLIGGTNNRAPGVPARFSGSLIGDKAALTITGAQTEDEAIYFCALWYSNHWVFGGGTGLTVL']. (5) The antibody is ['EVNLVESGGGLEQSGGSLSLSCAASGFTFTDYYMSWVRQPPGKALEWLALIRNKAKGYTTEYSASVKGRFTISRDNSQSILYLQMNALRAEDSAIYYCARDNGAARATFAYWGQGTLVTVSA', 'DVQITQSPSYLAASPGETITINCRASKSIRKFLAWYREKPGKTNKLLIYSGSTLQSGTPSRFSGSGSGTDFTLTISRLEPEDFAMYYCQQHNDYPLTFGAGTKLELK']. Result: 0 (not developable). (6) The antibody is ['DVQLQESGPGLVKPSQSLSLTCSVTDYSITSGYYWNWIRQFPGNKLEWMGYISYDGSNNYNPSLKNRISITRDPSKDQFFLNLNSVTTEDTATYYCTRGSLVWGQGTLVTVSA', 'DIVMTQAAPSVPVTPGESVSISCRSSKSLLHSNGNTYLYWFLQRPGQSPQLLIHRMSNLASGVPDRFSGSGSGTAFTLRISRVEAEDVGVYYCMQHLEYPYTFGGGTRLEVK']. Result: 0 (not developable). (7) The antibody is ['EVTLKESGPGLLKPSQTLSLTCSFSGFSIRTSKVGVSWIRQPSGKGLEWLAHIYWDDDKRYNPSLESRLTISKDTSRDMVFMKITSVDTADTATYYCARRGFYGRKYEVNHFDYWGQGTTLTVSS', 'DVLMTQTPLSLPVNLGEQASISCRSSQSIVHSNGHTYLEWYLQRPGQSPKLLIYQVSTRFSGVPDRFSGSGSGTDFTLRISRVEAEDLGVYYCFQASLVPLTFGAGTKLELK']. Result: 0 (not developable). (8) The antibody is ['EVKLVESGGGLVQPGGSLRLSCATSGFTFTDYYMSWVRQPPGKALEWLGFIRNKAKGYTVEYSASVKGRFTISRDNSQSILYLQMNTLRAEDSATYYCARDGYYVDAMDYWGQGTSVTVSS', 'DIVLTQSPSSLAVSAGERVTMSCKSSQSLFKSRNQKNYLAWYQQKPGQSPKLLIYWASTRESGVPDRFTGSGSGTDFTLTINGVQAEDLAVYYCKQSYNLRTFGGGTKLELK']. Result: 0 (not developable). (9) The antibody is ['VKLQQSGGGVVQPGGSLRLSCAASGFTFSDYDMSWIRQAPGKGLEWVSGILGGSERSYYRDSVKGRFTISRDNSRKTLYLQMNSLRAEDTAVYYCARHGSPGYTLYAWDYWGQGTMVTVSS', 'DIQMTQSPASLAVSPGQRATITCRASESVSNYGINFINWFQQKPGQPPKLLIYTASNKGTGVPARFSGSGSGTDFTLTINPVEAEDTANYFCQQTKEVPYTFGGGTKLEIK']. Result: 0 (not developable). (10) The antibody is ['EVKLVESGGGLVKPGGSLKLSCAASGFSFRNYGMSWVRQTPEKRLEWVASISYGGLIYYPDSIKGRFTISRDIAQNILYLQMSSLRSEDTAMYHCIRGDSFLVWFTFWGQGTLVTVSA', 'DVLMTQTPLSLPVSLGDQVSIFCTSSQTIVHTNGNTYLEWYLQKPGQSPKLLIYKVSNRFSGVPDRFSGSGSGTDFTLKISRVETEDLGIYYCFQGSHFPLAFGAGTKLELK']. Result: 0 (not developable).